Task: Predict the reactants needed to synthesize the given product.. Dataset: Full USPTO retrosynthesis dataset with 1.9M reactions from patents (1976-2016) (1) Given the product [F:20][C:18]([F:19])([F:21])[C:13]1[CH:14]=[C:15]2[C:10](=[CH:11][CH:12]=1)[N:9]=[C:8]([C:6]([OH:7])=[O:5])[CH:17]=[CH:16]2, predict the reactants needed to synthesize it. The reactants are: C([O:5][C:6]([C:8]1[CH:17]=[CH:16][C:15]2[C:10](=[CH:11][CH:12]=[C:13]([C:18]([F:21])([F:20])[F:19])[CH:14]=2)[N:9]=1)=[O:7])CCC.[OH-].[Na+]. (2) The reactants are: [CH3:1][C:2]1[C:10]([O:11][C@@H:12]2[CH2:17][CH2:16][C@H:15]([N:18]3C(=O)C4C(=CC=CC=4)C3=O)[CH2:14][CH2:13]2)=[CH:9][CH:8]=[C:7]2[C:3]=1[CH:4]=[N:5][N:6]2[CH:29]1[CH2:34][CH2:33][CH2:32][CH2:31][O:30]1.CN.C(O)C. Given the product [CH3:1][C:2]1[C:10]([O:11][C@@H:12]2[CH2:13][CH2:14][C@H:15]([NH2:18])[CH2:16][CH2:17]2)=[CH:9][CH:8]=[C:7]2[C:3]=1[CH:4]=[N:5][N:6]2[CH:29]1[CH2:34][CH2:33][CH2:32][CH2:31][O:30]1, predict the reactants needed to synthesize it. (3) Given the product [CH3:46][C:45]12[O:44][CH:43]1[CH2:42][CH:22]([C:21]1([CH3:20])[O:24][CH2:23]1)[CH2:10][CH2:11]2, predict the reactants needed to synthesize it. The reactants are: C1(CCO)C=CC=CC=1.[CH:10]1[C:22]2[CH:21]([CH2:23][OH:24])[C:20]3C(=CC=CC=3)C=2C=C[CH:11]=1.C1C2C(=CC3C(C=2CO)=CC=CC=3)C=CC=1.Cl[CH2:42][CH2:43][O:44][CH:45]=[CH2:46].C12OC1CCCC2.C1C(C2OC2)CC2OC2C1.C(C1(COCC2(CC)COC2)COC1)C. (4) Given the product [CH3:46][C:43]1[S:42][C:41]([NH:40][C:38]2[N:39]=[C:34]([C:31]3[O:30][C:29]([N:52]4[CH2:51][CH2:50][NH:49][C:48](=[O:47])[CH2:53]4)=[N:33][CH:32]=3)[CH:35]=[CH:36][CH:37]=2)=[N:45][CH:44]=1, predict the reactants needed to synthesize it. The reactants are: CC1C=CN=C(NC2N=C(C3OC(NCC4C=CN=CC=4)=NC=3)C=CC=2)C=1.Cl[C:29]1[O:30][C:31]([C:34]2[N:39]=[C:38]([NH:40][C:41]3[S:42][C:43]([CH3:46])=[CH:44][N:45]=3)[CH:37]=[CH:36][CH:35]=2)=[CH:32][N:33]=1.[O:47]=[C:48]1[CH2:53][NH:52][CH2:51][CH2:50][NH:49]1. (5) The reactants are: FC(F)(F)[C:3]([OH:5])=[O:4].[N:8]1([C:14]2[CH:15]=[C:16]([C:20](=[O:22])[CH3:21])[CH:17]=[CH:18][CH:19]=2)[CH2:13][CH2:12][NH:11][CH2:10][CH2:9]1.[C:23]([O:27][C:28](=[O:39])/[CH:29]=[CH:30]/[C:31]1[CH:36]=[CH:35][CH:34]=[C:33]([CH:37]=O)[N:32]=1)([CH3:26])([CH3:25])[CH3:24].[OH-].[K+]. Given the product [C:23]([O:27][C:28](=[O:39])/[CH:29]=[CH:30]/[C:31]1[CH:36]=[CH:35][CH:34]=[C:33](/[CH:37]=[CH:21]/[C:20]([C:16]2[CH:17]=[CH:18][CH:19]=[C:14]([N:8]3[CH2:13][CH2:12][N:11]([C:3]([O:5][C:16]([CH3:20])([CH3:17])[CH3:15])=[O:4])[CH2:10][CH2:9]3)[CH:15]=2)=[O:22])[N:32]=1)([CH3:26])([CH3:25])[CH3:24], predict the reactants needed to synthesize it. (6) Given the product [C:15]([O:19][CH2:20][CH2:21][CH2:22][O:23][N:44]1[C:48](=[O:49])[C:47]2[C:46](=[CH:53][CH:52]=[CH:51][CH:50]=2)[C:45]1=[O:54])([CH3:18])([CH3:17])[CH3:16], predict the reactants needed to synthesize it. The reactants are: N(C(OC(C)C)=O)=NC(OC(C)C)=O.[C:15]([O:19][CH2:20][CH2:21][CH2:22][OH:23])([CH3:18])([CH3:17])[CH3:16].C1(P(C2C=CC=CC=2)C2C=CC=CC=2)C=CC=CC=1.O[N:44]1[C:48](=[O:49])[C:47]2=[CH:50][CH:51]=[CH:52][CH:53]=[C:46]2[C:45]1=[O:54].